This data is from M1 muscarinic receptor antagonist screen with 61,756 compounds. The task is: Binary Classification. Given a drug SMILES string, predict its activity (active/inactive) in a high-throughput screening assay against a specified biological target. (1) The compound is s1c2n(c(=O)c(C(=O)NCc3ncccc3)cn2)cc1. The result is 0 (inactive). (2) The drug is O=c1n(c2n(\N=C(\C3CC3)c3ccccc3)nnc2c(=O)n1C)C. The result is 0 (inactive). (3) The result is 1 (active). The compound is O1C(C(=O)N(CC(=O)NCCN2CCc3c(C2)cccc3)c2c1cccc2)CC.